Dataset: Full USPTO retrosynthesis dataset with 1.9M reactions from patents (1976-2016). Task: Predict the reactants needed to synthesize the given product. (1) Given the product [CH3:32][O:31][C:28]1[CH:29]=[C:30]2[C:25](=[CH:26][C:27]=1[O:33][CH3:34])[N:24]=[CH:23][N:22]=[C:21]2[NH:1][C:2]1[CH:19]=[CH:18][C:5]2[N:6]=[C:7]([NH:9][C:10](=[O:17])[C:11]3[CH:16]=[CH:15][CH:14]=[CH:13][CH:12]=3)[S:8][C:4]=2[CH:3]=1, predict the reactants needed to synthesize it. The reactants are: [NH2:1][C:2]1[CH:19]=[CH:18][C:5]2[N:6]=[C:7]([NH:9][C:10](=[O:17])[C:11]3[CH:16]=[CH:15][CH:14]=[CH:13][CH:12]=3)[S:8][C:4]=2[CH:3]=1.Cl[C:21]1[C:30]2[C:25](=[CH:26][C:27]([O:33][CH3:34])=[C:28]([O:31][CH3:32])[CH:29]=2)[N:24]=[CH:23][N:22]=1.C(=O)([O-])O.[Na+]. (2) Given the product [OH:28][C:29]1[C:36]([OH:37])=[CH:35][CH:34]=[CH:33][C:30]=1[CH2:31][NH:32][C:2]1[N:10]=[CH:9][N:8]=[C:7]2[C:3]=1[N:4]=[CH:5][N:6]2[CH:11]1[CH2:16][CH2:15][CH2:14][CH2:13][O:12]1, predict the reactants needed to synthesize it. The reactants are: Cl[C:2]1[N:10]=[CH:9][N:8]=[C:7]2[C:3]=1[N:4]=[CH:5][N:6]2[CH:11]1[CH2:16][CH2:15][CH2:14][CH2:13][O:12]1.ClC1N=CN=C2C=1NC=N2.Cl.[OH:28][C:29]1[C:36]([OH:37])=[CH:35][CH:34]=[CH:33][C:30]=1[CH2:31][NH2:32].C(N(CC)CC)C. (3) The reactants are: [C:1]([O:5][C:6]([NH:8][C@H:9]1[CH2:23][CH2:22][CH2:21][O:20][CH2:19][CH:18]=[CH:17][C@@H:16]2[CH2:24][C@@:15]2([C:25](O)=[O:26])[NH:14][C:13](=[O:28])[C@@H:12]2[CH2:29][C@@H:30]([O:32][C:33]([N:35]3[CH2:43][C:42]4[C:37](=[CH:38][CH:39]=[CH:40][C:41]=4[Cl:44])[CH2:36]3)=[O:34])[CH2:31][N:11]2[C:10]1=[O:45])=[O:7])([CH3:4])([CH3:3])[CH3:2].C(N1C=CN=C1)(N1C=CN=C1)=O.[CH:58]1([S:61]([NH2:64])(=[O:63])=[O:62])[CH2:60][CH2:59]1.N12CCCN=C1CCCCC2.S([O-])(O)(=O)=O.[K+]. Given the product [Cl:44][C:41]1[CH:40]=[CH:39][CH:38]=[C:37]2[C:42]=1[CH2:43][N:35]([C:33]([O:32][C@H:30]1[CH2:31][N:11]3[C@H:12]([C:13](=[O:28])[NH:14][C@:15]4([C:25](=[O:26])[NH:64][S:61]([CH:58]5[CH2:60][CH2:59]5)(=[O:63])=[O:62])[CH2:24][C@H:16]4[CH:17]=[CH:18][CH2:19][O:20][CH2:21][CH2:22][CH2:23][C@H:9]([NH:8][C:6]([O:5][C:1]([CH3:3])([CH3:4])[CH3:2])=[O:7])[C:10]3=[O:45])[CH2:29]1)=[O:34])[CH2:36]2, predict the reactants needed to synthesize it. (4) Given the product [F:14][C:15]1[CH:16]=[CH:17][C:18]2[CH:22]=[C:21]([C:23]([C:2]3[CH:7]=[CH:6][CH:5]=[C:4]([Br:8])[CH:3]=3)=[O:28])[S:20][C:19]=2[CH:29]=1, predict the reactants needed to synthesize it. The reactants are: Br[C:2]1[CH:7]=[CH:6][CH:5]=[C:4]([Br:8])[CH:3]=1.C([Li])CCC.[F:14][C:15]1[CH:16]=[CH:17][C:18]2[CH:22]=[C:21]([C:23](=[O:28])N(OC)C)[S:20][C:19]=2[CH:29]=1.[Cl-].[NH4+].